This data is from Forward reaction prediction with 1.9M reactions from USPTO patents (1976-2016). The task is: Predict the product of the given reaction. (1) Given the reactants [C:1]([O:5][C:6]([N:8]1[CH2:13][CH2:12][CH2:11][CH:10]([CH2:14][NH:15][C:16]2[C:21]([C:22]3[CH:23]=[N:24][N:25]([CH3:27])[CH:26]=3)=[CH:20][N:19]=[C:18](Cl)[N:17]=2)[CH2:9]1)=[O:7])([CH3:4])([CH3:3])[CH3:2].C(=O)([O-])[O-].[K+].[K+].[CH3:35][N:36]1[CH:40]=[C:39]([C:41]2[CH:46]=[CH:45][CH:44]=[C:43](B3OC(C)(C)C(C)(C)O3)[CH:42]=2)[CH:38]=[N:37]1, predict the reaction product. The product is: [C:1]([O:5][C:6]([N:8]1[CH2:13][CH2:12][CH2:11][CH:10]([CH2:14][NH:15][C:16]2[C:21]([C:22]3[CH:23]=[N:24][N:25]([CH3:27])[CH:26]=3)=[CH:20][N:19]=[C:18]([C:45]3[CH:44]=[CH:43][CH:42]=[C:41]([C:39]4[CH:38]=[N:37][N:36]([CH3:35])[CH:40]=4)[CH:46]=3)[N:17]=2)[CH2:9]1)=[O:7])([CH3:4])([CH3:3])[CH3:2]. (2) Given the reactants [Br:1][C:2]1[CH:14]=[CH:13][C:12]2[C:11]3[C:6](=[CH:7][C:8]([Br:15])=[CH:9][CH:10]=3)[C:5]([CH2:17][CH2:18][CH2:19][CH2:20][N:21]3C(=O)C4C(=CC=CC=4)C3=O)([CH3:16])[C:4]=2[CH:3]=1.O.NN.Cl.ClCCl, predict the reaction product. The product is: [Br:1][C:2]1[CH:14]=[CH:13][C:12]2[C:11]3[C:6](=[CH:7][C:8]([Br:15])=[CH:9][CH:10]=3)[C:5]([CH2:17][CH2:18][CH2:19][CH2:20][NH2:21])([CH3:16])[C:4]=2[CH:3]=1.